From a dataset of Forward reaction prediction with 1.9M reactions from USPTO patents (1976-2016). Predict the product of the given reaction. Given the reactants [N+:1]([C:4]1[CH:11]=[CH:10][C:7]([CH2:8]Br)=[CH:6][CH:5]=1)([O-:3])=[O:2].C(=O)([O-])[O-].[K+].[K+].[NH:18]1[CH2:23][CH2:22][O:21][CH2:20][CH2:19]1, predict the reaction product. The product is: [N+:1]([C:4]1[CH:11]=[CH:10][C:7]([CH2:8][N:18]2[CH2:23][CH2:22][O:21][CH2:20][CH2:19]2)=[CH:6][CH:5]=1)([O-:3])=[O:2].